The task is: Predict the reactants needed to synthesize the given product.. This data is from Full USPTO retrosynthesis dataset with 1.9M reactions from patents (1976-2016). (1) Given the product [N+:1]([C:12]1[CH:13]=[C:14]([C:15]([OH:17])=[O:16])[C:9]2[O:8][CH2:7][CH2:6][O:5][C:10]=2[CH:11]=1)([O-:4])=[O:2], predict the reactants needed to synthesize it. The reactants are: [N+:1]([O-:4])(O)=[O:2].[O:5]1[C:10]2[CH:11]=[CH:12][CH:13]=[C:14]([C:15]([OH:17])=[O:16])[C:9]=2[O:8][CH2:7][CH2:6]1. (2) The reactants are: [C:1]1([NH:7][N:8]=[C:9]([C:12]#[N:13])[C:10]#[N:11])[CH:6]=[CH:5][CH:4]=[CH:3][CH:2]=1.NC1C=CC=CC=1.C(#N)CC#N.[NH:26]([C:28]1[CH:36]=[CH:35][C:31]([C:32]([OH:34])=[O:33])=[CH:30][CH:29]=1)[NH2:27]. Given the product [NH2:11][C:10]1[C:9]([N:8]=[N:7][C:1]2[CH:2]=[CH:3][CH:4]=[CH:5][CH:6]=2)=[C:12]([NH2:13])[N:26]([C:28]2[CH:29]=[CH:30][C:31]([C:32]([OH:34])=[O:33])=[CH:35][CH:36]=2)[N:27]=1, predict the reactants needed to synthesize it.